Dataset: Catalyst prediction with 721,799 reactions and 888 catalyst types from USPTO. Task: Predict which catalyst facilitates the given reaction. (1) Reactant: [O:1]=[C:2]([N:14]1[CH2:18][CH2:17][CH2:16][CH2:15]1)[CH2:3][CH:4]([NH:6]C(=O)OC(C)(C)C)[CH3:5].Cl. Product: [NH2:6][CH:4]([CH3:5])[CH2:3][C:2]([N:14]1[CH2:18][CH2:17][CH2:16][CH2:15]1)=[O:1]. The catalyst class is: 12. (2) Reactant: [CH2:1]([C@@H:8]1[C@@H:16]([CH2:17][CH2:18][CH2:19][CH3:20])[C@H:15]([CH3:21])[O:14][C:13](=[O:22])[C@@H:12]([NH:23][C:24](=[O:34])[C:25]2[C:30]([OH:31])=[C:29]([O:32][CH3:33])[CH:28]=[CH:27][N:26]=2)[CH2:11][CH2:10][CH2:9]1)[C:2]1[CH:7]=[CH:6][CH:5]=[CH:4][CH:3]=1.CCN(CC)CC.[C:42](Cl)(=[O:44])[CH3:43]. Product: [C:42]([O:31][C:30]1[C:25]([C:24](=[O:34])[NH:23][C@H:12]2[CH2:11][CH2:10][CH2:9][C@H:8]([CH2:1][C:2]3[CH:3]=[CH:4][CH:5]=[CH:6][CH:7]=3)[C@@H:16]([CH2:17][CH2:18][CH2:19][CH3:20])[C@H:15]([CH3:21])[O:14][C:13]2=[O:22])=[N:26][CH:27]=[CH:28][C:29]=1[O:32][CH3:33])(=[O:44])[CH3:43]. The catalyst class is: 79. (3) Reactant: Cl[Si:2]([CH:9]([CH3:11])[CH3:10])([CH:6]([CH3:8])[CH3:7])[CH:3]([CH3:5])[CH3:4].[NH2:12][C:13]1[C:18]([N+:19]([O-:21])=[O:20])=[CH:17][CH:16]=[CH:15][C:14]=1[OH:22].N1C=CN=C1. Product: [N+:19]([C:18]1[CH:17]=[CH:16][CH:15]=[C:14]([O:22][Si:2]([CH:9]([CH3:11])[CH3:10])([CH:6]([CH3:8])[CH3:7])[CH:3]([CH3:5])[CH3:4])[C:13]=1[NH2:12])([O-:21])=[O:20]. The catalyst class is: 1. (4) Reactant: Cl.[F:2][C:3]1[CH:8]=[CH:7][C:6]([C:9]2([OH:14])[CH2:13][CH2:12][NH:11][CH2:10]2)=[CH:5][C:4]=1[CH3:15].CN(C(ON1N=NC2C=CC=CC1=2)=[N+](C)C)C.[B-](F)(F)(F)F.C(N(C(C)C)C(C)C)C.[CH3:47][C:48]1[CH:53]=[CH:52][C:51]([C:54]2[C:58]([C:59](O)=[O:60])=[CH:57][O:56][N:55]=2)=[CH:50][CH:49]=1. Product: [F:2][C:3]1[CH:8]=[CH:7][C:6]([C:9]2([OH:14])[CH2:13][CH2:12][N:11]([C:59]([C:58]3[C:54]([C:51]4[CH:52]=[CH:53][C:48]([CH3:47])=[CH:49][CH:50]=4)=[N:55][O:56][CH:57]=3)=[O:60])[CH2:10]2)=[CH:5][C:4]=1[CH3:15]. The catalyst class is: 3. (5) Reactant: [C:1]([C:4]1[CH:5]=[C:6]([NH:10][C:11](=[O:16])[C:12]([CH3:15])([CH3:14])[CH3:13])[CH:7]=[CH:8][CH:9]=1)(=[O:3])[CH3:2].[Br-:17].[Br-].[Br-].[NH+]1C=CC=CC=1.[NH+]1C=CC=CC=1.[NH+]1C=CC=CC=1. Product: [Br:17][CH2:2][C:1]([C:4]1[CH:5]=[C:6]([NH:10][C:11](=[O:16])[C:12]([CH3:15])([CH3:14])[CH3:13])[CH:7]=[CH:8][CH:9]=1)=[O:3]. The catalyst class is: 844. (6) Reactant: [H-].[Na+].[Br-].[CH2:4]([O:6][C:7]([CH2:9][P+](C1C=CC=CC=1)(C1C=CC=CC=1)C1C=CC=CC=1)=[O:8])[CH3:5].[F:29][C:30]1[CH:37]=[CH:36][CH:35]=[CH:34][C:31]=1[CH:32]=O.[CH3:38]N(C=O)C. Product: [F:29][C:30]1[CH:37]=[CH:36][CH:35]=[CH:34][C:31]=1/[CH:32]=[CH:9]/[C:7]([O:6][CH:4]([CH3:5])[CH3:38])=[O:8]. The catalyst class is: 13. (7) Reactant: [H-].[Al+3].[Li+].[H-].[H-].[H-].[CH2:7]([N:14]1[CH2:20][CH2:19][CH2:18][O:17][CH:16]([CH2:21][C:22]2[CH:27]=[CH:26][C:25]([F:28])=[CH:24][CH:23]=2)[C:15]1=O)[C:8]1[CH:13]=[CH:12][CH:11]=[CH:10][CH:9]=1. Product: [CH2:7]([N:14]1[CH2:20][CH2:19][CH2:18][O:17][CH:16]([CH2:21][C:22]2[CH:23]=[CH:24][C:25]([F:28])=[CH:26][CH:27]=2)[CH2:15]1)[C:8]1[CH:9]=[CH:10][CH:11]=[CH:12][CH:13]=1. The catalyst class is: 1.